From a dataset of Full USPTO retrosynthesis dataset with 1.9M reactions from patents (1976-2016). Predict the reactants needed to synthesize the given product. Given the product [Cl:1][C:2]1[CH:3]=[C:4]2[C:8](=[CH:9][CH:10]=1)[NH:7][C:6]([NH:11][C:24]([CH:21]1[CH2:23][CH2:22]1)=[O:25])=[C:5]2[S:12]([C:15]1[CH:20]=[CH:19][CH:18]=[CH:17][CH:16]=1)(=[O:14])=[O:13], predict the reactants needed to synthesize it. The reactants are: [Cl:1][C:2]1[CH:3]=[C:4]2[C:8](=[CH:9][CH:10]=1)[NH:7][C:6]([NH2:11])=[C:5]2[S:12]([C:15]1[CH:20]=[CH:19][CH:18]=[CH:17][CH:16]=1)(=[O:14])=[O:13].[CH:21]1([C:24](Cl)=[O:25])[CH2:23][CH2:22]1.N1C=CC=CC=1.